From a dataset of Full USPTO retrosynthesis dataset with 1.9M reactions from patents (1976-2016). Predict the reactants needed to synthesize the given product. (1) Given the product [CH2:1]([C:3]1[CH:8]=[CH:7][C:6]([CH:9]2[CH2:14][CH:13]([C:15]3[O:19][N:18]=[C:17]([O:20][CH2:21][CH2:22][O:23][CH3:24])[N:16]=3)[CH2:12][N:11]([C:25]([N:27]3[CH2:28][CH2:29][S:30](=[O:41])[CH2:31][CH2:32]3)=[O:26])[CH2:10]2)=[CH:5][CH:4]=1)[CH3:2], predict the reactants needed to synthesize it. The reactants are: [CH2:1]([C:3]1[CH:8]=[CH:7][C:6]([CH:9]2[CH2:14][CH:13]([C:15]3[O:19][N:18]=[C:17]([O:20][CH2:21][CH2:22][O:23][CH3:24])[N:16]=3)[CH2:12][N:11]([C:25]([N:27]3[CH2:32][CH2:31][S:30][CH2:29][CH2:28]3)=[O:26])[CH2:10]2)=[CH:5][CH:4]=1)[CH3:2].ClC1C=CC=C(C(OO)=[O:41])C=1. (2) Given the product [CH3:1][C:2]1[N:6]2[CH:7]=[CH:8][CH:9]=[C:10]([CH:11]([CH3:22])[C:12]([OH:14])=[O:13])[C:5]2=[N:4][N:3]=1, predict the reactants needed to synthesize it. The reactants are: [CH3:1][C:2]1[N:6]2[CH:7]=[CH:8][CH:9]=[C:10]([C:11](=[CH2:22])[C:12]([O:14]CC3C=CC=CC=3)=[O:13])[C:5]2=[N:4][N:3]=1. (3) Given the product [Br:11][C:8]1[N:7]=[CH:6][C:5]([C:3]2[N:19]=[C:17]([NH:16][CH2:15][CH:12]3[CH2:14][CH2:13]3)[S:18][CH:2]=2)=[CH:10][CH:9]=1, predict the reactants needed to synthesize it. The reactants are: Br[CH2:2][C:3]([C:5]1[CH:6]=[N:7][C:8]([Br:11])=[CH:9][CH:10]=1)=O.[CH:12]1([CH2:15][NH:16][C:17]([NH2:19])=[S:18])[CH2:14][CH2:13]1.C(=O)(O)[O-].[Na+].